From a dataset of NCI-60 drug combinations with 297,098 pairs across 59 cell lines. Regression. Given two drug SMILES strings and cell line genomic features, predict the synergy score measuring deviation from expected non-interaction effect. (1) Drug 1: COC1=NC(=NC2=C1N=CN2C3C(C(C(O3)CO)O)O)N. Drug 2: CS(=O)(=O)CCNCC1=CC=C(O1)C2=CC3=C(C=C2)N=CN=C3NC4=CC(=C(C=C4)OCC5=CC(=CC=C5)F)Cl. Cell line: A549. Synergy scores: CSS=-2.06, Synergy_ZIP=-1.91, Synergy_Bliss=-2.62, Synergy_Loewe=-13.7, Synergy_HSA=-5.02. (2) Drug 1: CNC(=O)C1=NC=CC(=C1)OC2=CC=C(C=C2)NC(=O)NC3=CC(=C(C=C3)Cl)C(F)(F)F. Drug 2: C1=CN(C=N1)CC(O)(P(=O)(O)O)P(=O)(O)O. Cell line: T-47D. Synergy scores: CSS=2.39, Synergy_ZIP=-1.06, Synergy_Bliss=-1.11, Synergy_Loewe=0.306, Synergy_HSA=-0.395. (3) Drug 1: COC1=NC(=NC2=C1N=CN2C3C(C(C(O3)CO)O)O)N. Drug 2: C1CC(=O)NC(=O)C1N2C(=O)C3=CC=CC=C3C2=O. Cell line: 786-0. Synergy scores: CSS=5.35, Synergy_ZIP=-1.20, Synergy_Bliss=0.929, Synergy_Loewe=1.69, Synergy_HSA=0.222. (4) Drug 1: CC1C(C(CC(O1)OC2CC(CC3=C2C(=C4C(=C3O)C(=O)C5=C(C4=O)C(=CC=C5)OC)O)(C(=O)C)O)N)O.Cl. Drug 2: C1CN(CCN1C(=O)CCBr)C(=O)CCBr. Cell line: K-562. Synergy scores: CSS=39.1, Synergy_ZIP=-0.624, Synergy_Bliss=3.77, Synergy_Loewe=-13.0, Synergy_HSA=3.84.